From a dataset of Peptide-MHC class I binding affinity with 185,985 pairs from IEDB/IMGT. Regression. Given a peptide amino acid sequence and an MHC pseudo amino acid sequence, predict their binding affinity value. This is MHC class I binding data. The peptide sequence is LLCLIFLLVL. The MHC is HLA-A02:06 with pseudo-sequence HLA-A02:06. The binding affinity (normalized) is 0.373.